From a dataset of Reaction yield outcomes from USPTO patents with 853,638 reactions. Predict the reaction yield, written as a fraction of the theoretical maximum amount of product (1.0 means a 100% yield; for example, 0.34 means a 34% yield). (1) The reactants are [C:1]([O:5][C:6]([N:8]1[CH2:16][C:15]2[C:10](=[CH:11][CH:12]=[C:13](Br)[CH:14]=2)[CH2:9]1)=[O:7])([CH3:4])([CH3:3])[CH3:2].C(P(C(C)(C)C)C1C=CC=CC=1C1C=CC=CC=1)(C)(C)C.CC(C)([O-])C.[Na+].[CH3:45][N:46]1[CH2:51][CH2:50][NH:49][CH2:48][CH2:47]1. The product is [C:1]([O:5][C:6]([N:8]1[CH2:16][C:15]2[C:10](=[CH:11][CH:12]=[C:13]([N:49]3[CH2:50][CH2:51][N:46]([CH3:45])[CH2:47][CH2:48]3)[CH:14]=2)[CH2:9]1)=[O:7])([CH3:4])([CH3:3])[CH3:2]. The catalyst is CCOCC.C1C=CC(/C=C/C(/C=C/C2C=CC=CC=2)=O)=CC=1.C1C=CC(/C=C/C(/C=C/C2C=CC=CC=2)=O)=CC=1.C1C=CC(/C=C/C(/C=C/C2C=CC=CC=2)=O)=CC=1.[Pd].[Pd].C1(C)C=CC=CC=1. The yield is 0.460. (2) The reactants are Cl[CH2:2][CH2:3][CH2:4][N:5]1[C:14]2[C:9](=[CH:10][C:11]([CH3:16])=[C:12]([F:15])[CH:13]=2)[CH2:8][CH2:7][C:6]1=[O:17].[CH2:18]([CH:22]1[CH2:27][CH2:26][NH:25][CH2:24][CH2:23]1)[CH2:19][CH2:20][CH3:21].[Na+].[I-].C([O-])([O-])=O.[K+].[K+]. The catalyst is CC#N. The product is [CH2:18]([CH:22]1[CH2:27][CH2:26][N:25]([CH2:2][CH2:3][CH2:4][N:5]2[C:14]3[C:9](=[CH:10][C:11]([CH3:16])=[C:12]([F:15])[CH:13]=3)[CH2:8][CH2:7][C:6]2=[O:17])[CH2:24][CH2:23]1)[CH2:19][CH2:20][CH3:21]. The yield is 0.340. (3) The reactants are Br[C:2]1[CH:6]=[CH:5][N:4]([CH3:7])[N:3]=1.[O:8]1[CH2:11][CH:10]([N:12]2[C:20]3[CH2:19][CH2:18][N:17]([C:21](=[O:23])[CH3:22])[CH2:16][C:15]=3[C:14]([N:24]3[C:33]4[C:28](=[CH:29][C:30](B5OC(C)(C)C(C)(C)O5)=[CH:31][CH:32]=4)[CH2:27][CH2:26][CH2:25]3)=[N:13]2)[CH2:9]1.C([O-])([O-])=O.[Na+].[Na+].ClCCl. The catalyst is O1CCOCC1.O.C1C=CC(P(C2C=CC=CC=2)[C-]2C=CC=C2)=CC=1.C1C=CC(P(C2C=CC=CC=2)[C-]2C=CC=C2)=CC=1.Cl[Pd]Cl.[Fe+2]. The product is [CH3:7][N:4]1[CH:5]=[CH:6][C:2]([C:30]2[CH:29]=[C:28]3[C:33](=[CH:32][CH:31]=2)[N:24]([C:14]2[C:15]4[CH2:16][N:17]([C:21](=[O:23])[CH3:22])[CH2:18][CH2:19][C:20]=4[N:12]([CH:10]4[CH2:9][O:8][CH2:11]4)[N:13]=2)[CH2:25][CH2:26][CH2:27]3)=[N:3]1. The yield is 0.170. (4) The reactants are C[O:2][C:3]([C:5]1[CH:13]=[C:12]2[C:8]([CH:9]=[CH:10][N:11]2[CH3:14])=[CH:7][CH:6]=1)=[O:4].[Li+].[OH-]. The catalyst is C(#N)C.C1COCC1.O.CO. The product is [CH3:14][N:11]1[C:12]2[C:8](=[CH:7][CH:6]=[C:5]([C:3]([OH:4])=[O:2])[CH:13]=2)[CH:9]=[CH:10]1. The yield is 0.860.